Predict the reactants needed to synthesize the given product. From a dataset of Full USPTO retrosynthesis dataset with 1.9M reactions from patents (1976-2016). (1) The reactants are: Cl[CH2:2][CH2:3][NH:4][C@:5]12[CH2:40][CH2:39][C@@H:38]([C:41]([CH3:43])=[CH2:42])[C@@H:6]1[C@@H:7]1[C@@:20]([CH3:23])([CH2:21][CH2:22]2)[C@@:19]2([CH3:24])[C@@H:10]([C@:11]3([CH3:37])[C@@H:16]([CH2:17][CH2:18]2)[C:15]([CH3:26])([CH3:25])[C:14]([C:27]2[CH:36]=[CH:35][C:30]([C:31]([O:33]C)=[O:32])=[CH:29][CH:28]=2)=[CH:13][CH2:12]3)[CH2:9][CH2:8]1.CCN(C(C)C)C(C)C.[N:53]1([C:59]([O:61][C:62]([CH3:65])([CH3:64])[CH3:63])=[O:60])[CH2:58][CH2:57][NH:56][CH2:55][CH2:54]1. Given the product [C:62]([O:61][C:59]([N:53]1[CH2:58][CH2:57][N:56]([CH2:2][CH2:3][NH:4][C@:5]23[CH2:40][CH2:39][C@@H:38]([C:41]([CH3:43])=[CH2:42])[C@@H:6]2[C@@H:7]2[C@@:20]([CH3:23])([CH2:21][CH2:22]3)[C@@:19]3([CH3:24])[C@@H:10]([C@:11]4([CH3:37])[C@@H:16]([CH2:17][CH2:18]3)[C:15]([CH3:25])([CH3:26])[C:14]([C:27]3[CH:36]=[CH:35][C:30]([C:31]([OH:33])=[O:32])=[CH:29][CH:28]=3)=[CH:13][CH2:12]4)[CH2:9][CH2:8]2)[CH2:55][CH2:54]1)=[O:60])([CH3:65])([CH3:64])[CH3:63], predict the reactants needed to synthesize it. (2) Given the product [Cl:1][C:2]1[N:7]=[CH:6][N:5]=[C:4]([C:8]([NH:10][C:11]2[CH:16]=[CH:15][C:14]([S:17](=[O:19])(=[O:18])[NH:27][CH3:24])=[CH:13][C:12]=2[CH3:21])=[O:9])[CH:3]=1, predict the reactants needed to synthesize it. The reactants are: [Cl:1][C:2]1[N:7]=[CH:6][N:5]=[C:4]([C:8]([NH:10][C:11]2[CH:16]=[CH:15][C:14]([S:17](Cl)(=[O:19])=[O:18])=[CH:13][C:12]=2[CH3:21])=[O:9])[CH:3]=1.CN.[CH:24]([NH:27]C(C)C)(C)C. (3) Given the product [O:12]1[CH:16]=[CH:15][CH:14]=[C:13]1[C:2]1[N:7]=[C:6]([NH2:8])[C:5]([N+:9]([O-:11])=[O:10])=[CH:4][CH:3]=1, predict the reactants needed to synthesize it. The reactants are: Br[C:2]1[N:7]=[C:6]([NH2:8])[C:5]([N+:9]([O-:11])=[O:10])=[CH:4][CH:3]=1.[O:12]1[CH:16]=[CH:15][CH:14]=[C:13]1B(O)O.C(=O)([O-])[O-].[K+].[K+]. (4) Given the product [CH3:21][S:18]([C:15]1[CH:16]=[CH:17][C:12]([NH:11][C:4]2[N:3]=[C:2]([N:22]3[CH2:27][CH2:26][CH2:25][CH2:24][CH2:23]3)[CH:10]=[CH:9][C:5]=2[C:6]([NH2:8])=[O:7])=[CH:13][CH:14]=1)(=[O:20])=[O:19], predict the reactants needed to synthesize it. The reactants are: Cl[C:2]1[CH:10]=[CH:9][C:5]([C:6]([NH2:8])=[O:7])=[C:4]([NH:11][C:12]2[CH:17]=[CH:16][C:15]([S:18]([CH3:21])(=[O:20])=[O:19])=[CH:14][CH:13]=2)[N:3]=1.[NH:22]1[CH2:27][CH2:26][CH2:25][CH2:24][CH2:23]1.